From a dataset of Full USPTO retrosynthesis dataset with 1.9M reactions from patents (1976-2016). Predict the reactants needed to synthesize the given product. (1) Given the product [O:15]=[C:16]([OH:28])[C@@H:17]([C@H:19]([C@H:21]([C@@H:23]([C:25]([OH:27])=[O:26])[OH:24])[OH:22])[OH:20])[OH:18].[CH3:14][N:2]([CH3:1])[CH2:3][CH2:4][CH2:5][CH2:6][O:7][C:8]1[CH:9]=[N:10][CH:11]=[CH:12][CH:13]=1.[CH3:1][N:2]([CH2:3][CH2:4][CH2:5][CH2:6][O:7][C:8]1[CH:9]=[N:10][CH:11]=[CH:12][CH:13]=1)[CH3:14], predict the reactants needed to synthesize it. The reactants are: [CH3:1][N:2]([CH3:14])[CH2:3][CH2:4][CH2:5][CH2:6][O:7][C:8]1[CH:9]=[N:10][CH:11]=[CH:12][CH:13]=1.[O:15]=[C:16]([OH:28])[C@@H:17]([C@H:19]([C@H:21]([C@@H:23]([C:25]([OH:27])=[O:26])[OH:24])[OH:22])[OH:20])[OH:18].O. (2) Given the product [OH:18][CH2:17][C:15]1[C:14]([C:19]([F:22])([F:21])[F:20])=[N:13][N:12]([CH2:11][C:7]2[CH:8]=[C:9]3[C:4](=[CH:5][CH:6]=2)[CH2:3][C@H:2]([NH:1][S:35]([C:31]2[O:30][CH:34]=[CH:33][CH:32]=2)(=[O:37])=[O:36])[CH2:10]3)[CH:16]=1, predict the reactants needed to synthesize it. The reactants are: [NH2:1][C@@H:2]1[CH2:10][C:9]2[C:4](=[CH:5][CH:6]=[C:7]([CH2:11][N:12]3[CH:16]=[C:15]([CH2:17][OH:18])[C:14]([C:19]([F:22])([F:21])[F:20])=[N:13]3)[CH:8]=2)[CH2:3]1.C(N(CC)CC)C.[O:30]1[CH:34]=[CH:33][CH:32]=[C:31]1[S:35](Cl)(=[O:37])=[O:36]. (3) Given the product [Cl:1][C:2]1[C:3]([C:8]([NH:22][C:23]2[CH:24]=[C:25]([O:26][C:27]3[CH:28]=[CH:29][C:30]4[N:31]([CH:33]=[C:34]([NH:36][C:37]([CH:39]5[CH2:40][CH2:41]5)=[O:38])[N:35]=4)[N:32]=3)[CH:42]=[CH:43][C:44]=2[CH3:45])=[O:10])=[N:4][N:5]([CH3:7])[CH:6]=1, predict the reactants needed to synthesize it. The reactants are: [Cl:1][C:2]1[C:3]([C:8]([OH:10])=O)=[N:4][N:5]([CH3:7])[CH:6]=1.O1CCCC1.C(Cl)(=O)C(Cl)=O.[NH2:22][C:23]1[CH:24]=[C:25]([CH:42]=[CH:43][C:44]=1[CH3:45])[O:26][C:27]1[CH:28]=[CH:29][C:30]2[N:31]([CH:33]=[C:34]([NH:36][C:37]([CH:39]3[CH2:41][CH2:40]3)=[O:38])[N:35]=2)[N:32]=1. (4) Given the product [CH2:1]([O:8][C:9]1[CH:14]=[CH:13][C:12]([C:15]#[N:16])=[CH:11][C:10]=1[CH:17]([CH2:28][C:29]1[CH:34]=[CH:33][CH:32]=[CH:31][CH:30]=1)[C:18]([O:20][CH3:21])=[O:19])[C:2]1[CH:3]=[CH:4][CH:5]=[CH:6][CH:7]=1, predict the reactants needed to synthesize it. The reactants are: [CH2:1]([O:8][C:9]1[CH:14]=[CH:13][C:12]([C:15]#[N:16])=[CH:11][C:10]=1[CH2:17][C:18]([O:20][CH3:21])=[O:19])[C:2]1[CH:7]=[CH:6][CH:5]=[CH:4][CH:3]=1.CC(C)([O-])C.[K+].[CH2:28](Br)[C:29]1[CH:34]=[CH:33][CH:32]=[CH:31][CH:30]=1.